This data is from Reaction yield outcomes from USPTO patents with 853,638 reactions. The task is: Predict the reaction yield, written as a fraction of the theoretical maximum amount of product (1.0 means a 100% yield; for example, 0.34 means a 34% yield). (1) The reactants are Br[C:2]1[CH:3]=[CH:4][C:5]2[O:11][CH2:10][CH2:9][N:8]3[CH:12]=[C:13]([C:15]4[N:19]([C:20]5[CH:25]=[CH:24][CH:23]=[CH:22][C:21]=5[Cl:26])[N:18]=[C:17]([NH2:27])[N:16]=4)[N:14]=[C:7]3[C:6]=2[CH:28]=1.[Cl:29][C:30]1[CH:35]=[CH:34][C:33](B(O)O)=[CH:32][CH:31]=1.C([O-])([O-])=O.[Cs+].[Cs+].O. The catalyst is O1CCOCC1. The product is [Cl:26][C:21]1[CH:22]=[CH:23][CH:24]=[CH:25][C:20]=1[N:19]1[C:15]([C:13]2[N:14]=[C:7]3[C:6]4[CH:28]=[C:2]([C:33]5[CH:34]=[CH:35][C:30]([Cl:29])=[CH:31][CH:32]=5)[CH:3]=[CH:4][C:5]=4[O:11][CH2:10][CH2:9][N:8]3[CH:12]=2)=[N:16][C:17]([NH2:27])=[N:18]1. The yield is 0.422. (2) The reactants are [CH3:1][NH2:2].[CH2:3]([O:6][C:7]1[C:14]([O:15][C:16]([F:19])([F:18])[F:17])=[CH:13][CH:12]=[CH:11][C:8]=1[CH:9]=O)[CH2:4][CH3:5].[BH4-].[Na+]. The catalyst is CO. The product is [CH3:1][NH:2][CH2:9][C:8]1[CH:11]=[CH:12][CH:13]=[C:14]([O:15][C:16]([F:19])([F:18])[F:17])[C:7]=1[O:6][CH2:3][CH2:4][CH3:5]. The yield is 0.730. (3) The reactants are [F:1][C:2]1[CH:18]=[CH:17][C:5]([CH2:6][C:7]2[O:11][C:10]([CH:12]3OCC[O:13]3)=[CH:9][CH:8]=2)=[CH:4][CH:3]=1.C(O)(=O)CC(CC(O)=O)(C(O)=O)O. The catalyst is CO. The product is [F:1][C:2]1[CH:18]=[CH:17][C:5]([CH2:6][C:7]2[O:11][C:10]([CH:12]=[O:13])=[CH:9][CH:8]=2)=[CH:4][CH:3]=1. The yield is 0.510. (4) The catalyst is CCOC(C)=O.C1C=CC([P]([Pd]([P](C2C=CC=CC=2)(C2C=CC=CC=2)C2C=CC=CC=2)([P](C2C=CC=CC=2)(C2C=CC=CC=2)C2C=CC=CC=2)[P](C2C=CC=CC=2)(C2C=CC=CC=2)C2C=CC=CC=2)(C2C=CC=CC=2)C2C=CC=CC=2)=CC=1.COCCOC.O. The yield is 0.500. The product is [F:30][C:31]1[CH:47]=[C:46]([N+:48]([O-:50])=[O:49])[CH:45]=[CH:44][C:32]=1[O:33][C:34]1[CH:39]=[CH:38][N:37]=[C:36]2[CH:40]=[C:41]([C:9]3[CH:28]=[CH:27][C:12]([CH2:13][N:14]4[CH2:19][CH2:18][N:17]([C:20]([O:22][C:23]([CH3:26])([CH3:25])[CH3:24])=[O:21])[CH2:16][CH2:15]4)=[CH:11][CH:10]=3)[S:42][C:35]=12. The reactants are CC1(C)C(C)(C)OB([C:9]2[CH:28]=[CH:27][C:12]([CH2:13][N:14]3[CH2:19][CH2:18][N:17]([C:20]([O:22][C:23]([CH3:26])([CH3:25])[CH3:24])=[O:21])[CH2:16][CH2:15]3)=[CH:11][CH:10]=2)O1.[F:30][C:31]1[CH:47]=[C:46]([N+:48]([O-:50])=[O:49])[CH:45]=[CH:44][C:32]=1[O:33][C:34]1[CH:39]=[CH:38][N:37]=[C:36]2[CH:40]=[C:41](I)[S:42][C:35]=12.[F-].[Cs+].C([O-])(O)=O.[Na+]. (5) The reactants are [Cl:1][CH2:2][CH2:3][CH2:4][O:5][C:6]1[C:11]([O:12][CH3:13])=[CH:10][C:9]([C:14](=[O:20])/[CH:15]=[CH:16]/N(C)C)=[C:8]([N+:21]([O-])=O)[CH:7]=1. The catalyst is C(O)(=O)C.[Fe]. The product is [Cl:1][CH2:2][CH2:3][CH2:4][O:5][C:6]1[CH:7]=[C:8]2[C:9]([C:14](=[O:20])[CH:15]=[CH:16][NH:21]2)=[CH:10][C:11]=1[O:12][CH3:13]. The yield is 0.650. (6) The reactants are [F:1][C:2]([F:41])([F:40])[C:3]1[CH:4]=[C:5]([C:13]([CH3:39])([CH3:38])[C:14]([N:16]([C:18]2[C:19]([C:30]3[CH:35]=[CH:34][C:33]([F:36])=[CH:32][C:31]=3[CH3:37])=[CH:20][C:21]([C:24]3[CH:29]=[CH:28][N:27]=[CH:26][CH:25]=3)=[N:22][CH:23]=2)[CH3:17])=[O:15])[CH:6]=[C:7]([C:9]([F:12])([F:11])[F:10])[CH:8]=1.S(=O)(=O)(O)O. The catalyst is CO.[Pt](=O)=O. The product is [F:41][C:2]([F:1])([F:40])[C:3]1[CH:4]=[C:5]([C:13]([CH3:38])([CH3:39])[C:14]([N:16]([C:18]2[C:19]([C:30]3[CH:35]=[CH:34][C:33]([F:36])=[CH:32][C:31]=3[CH3:37])=[CH:20][C:21]([CH:24]3[CH2:29][CH2:28][NH:27][CH2:26][CH2:25]3)=[N:22][CH:23]=2)[CH3:17])=[O:15])[CH:6]=[C:7]([C:9]([F:12])([F:10])[F:11])[CH:8]=1. The yield is 0.940. (7) The reactants are [Br:1][C:2]1[CH:3]=[C:4]([NH:10][C:11]2[CH:15]=[C:14]([CH3:16])[NH:13][N:12]=2)[C:5](=[O:9])[N:6]([CH3:8])[CH:7]=1.[H-].[Na+].I[CH3:20].O. The catalyst is CN(C=O)C. The yield is 0.240. The product is [Br:1][C:2]1[CH:3]=[C:4]([NH:10][C:11]2[CH:15]=[C:14]([CH3:16])[N:13]([CH3:20])[N:12]=2)[C:5](=[O:9])[N:6]([CH3:8])[CH:7]=1. (8) The reactants are C([O:8][C:9]1[C:14](=[O:15])[N:13]=[C:12]([CH2:16][C:17]2([C:22]3[C:31]4[C:26](=[CH:27][CH:28]=[CH:29][CH:30]=4)[CH:25]=[CH:24][CH:23]=3)[CH2:21][CH2:20][CH2:19][CH2:18]2)[N:11]2[CH2:32][CH2:33][N:34]([CH:37]3[CH2:40][O:39][CH2:38]3)[C:35](=[O:36])[C:10]=12)C1C=CC=CC=1. The catalyst is C(O)C.[Pd]. The product is [OH:8][C:9]1[C:14](=[O:15])[N:13]=[C:12]([CH2:16][C:17]2([C:22]3[C:31]4[C:26](=[CH:27][CH:28]=[CH:29][CH:30]=4)[CH:25]=[CH:24][CH:23]=3)[CH2:21][CH2:20][CH2:19][CH2:18]2)[N:11]2[CH2:32][CH2:33][N:34]([CH:37]3[CH2:38][O:39][CH2:40]3)[C:35](=[O:36])[C:10]=12. The yield is 0.310. (9) The reactants are [F:1][C:2]([F:17])([F:16])[O:3][C:4]1[CH:9]=[CH:8][CH:7]=[CH:6][C:5]=1[NH:10][C:11](=[O:15])[O:12][CH2:13][CH3:14].[I:18]I. The catalyst is C1CCCCC1.C1COCC1. The product is [I:18][C:6]1[CH:7]=[CH:8][CH:9]=[C:4]([O:3][C:2]([F:16])([F:17])[F:1])[C:5]=1[NH:10][C:11](=[O:15])[O:12][CH2:13][CH3:14]. The yield is 0.730.